The task is: Predict the product of the given reaction.. This data is from Forward reaction prediction with 1.9M reactions from USPTO patents (1976-2016). (1) The product is: [NH2:1][C:2]1[CH:10]=[CH:9][C:5]([C:6]([N:28]2[CH2:27][CH2:26][N:25]([CH2:24][C:20]3[CH:19]=[C:18]([CH:23]=[CH:22][CH:21]=3)[C:17]([NH:16][C:12]([CH3:14])([CH3:15])[CH3:13])=[O:31])[CH2:30][CH2:29]2)=[O:8])=[CH:4][C:3]=1[F:11]. Given the reactants [NH2:1][C:2]1[CH:10]=[CH:9][C:5]([C:6]([OH:8])=O)=[CH:4][C:3]=1[F:11].[C:12]([NH:16][C:17](=[O:31])[C:18]1[CH:23]=[CH:22][CH:21]=[C:20]([CH2:24][N:25]2[CH2:30][CH2:29][NH:28][CH2:27][CH2:26]2)[CH:19]=1)([CH3:15])([CH3:14])[CH3:13].Cl.CN(C)CCCN=C=NCC.C(N(CC)CC)C, predict the reaction product. (2) Given the reactants [CH2:1]([N:3]1[CH:7]=[CH:6][N:5]=[CH:4]1)[CH3:2].[I:8][CH2:9][CH3:10], predict the reaction product. The product is: [I-:8].[CH2:1]([N+:3]1[CH:7]=[CH:6][N:5]([CH2:9][CH3:10])[CH:4]=1)[CH3:2]. (3) The product is: [BrH:1].[F:16][C:8]1[C:9]2[C:14](=[CH:13][CH:12]=[CH:11][C:10]=2[F:15])[C:5]([C:3]2[N:20]3[CH2:21][CH2:22][N:18]=[C:19]3[S:23][C:2]=2[CH3:17])=[CH:6][CH:7]=1. Given the reactants [Br:1][CH:2]([CH3:17])[C:3]([C:5]1[C:14]2[C:9](=[C:10]([F:15])[CH:11]=[CH:12][CH:13]=2)[C:8]([F:16])=[CH:7][CH:6]=1)=O.[NH:18]1[CH2:22][CH2:21][NH:20][C:19]1=[S:23], predict the reaction product.